From a dataset of Full USPTO retrosynthesis dataset with 1.9M reactions from patents (1976-2016). Predict the reactants needed to synthesize the given product. Given the product [CH3:6][S:5][C:3]1[N:1]=[N:2][CH:18]=[C:16]([C:12]2[CH:13]=[CH:14][CH:15]=[C:10]([O:9][CH3:8])[CH:11]=2)[N:4]=1, predict the reactants needed to synthesize it. The reactants are: [NH:1]([C:3]([S:5][CH3:6])=[NH:4])[NH2:2].O.[CH3:8][O:9][C:10]1[CH:11]=[C:12]([C:16]([CH:18]=O)=O)[CH:13]=[CH:14][CH:15]=1.